Dataset: Forward reaction prediction with 1.9M reactions from USPTO patents (1976-2016). Task: Predict the product of the given reaction. Given the reactants [NH2:1][C:2]1[NH:3][C:4]2[C:9]([C:10]=1[C:11](OCC)=[O:12])=[CH:8][C:7]([O:16][CH3:17])=[C:6]([O:18][CH3:19])[CH:5]=2.C[O-].[Na+].[CH:23]([NH2:25])=O, predict the reaction product. The product is: [CH3:17][O:16][C:7]1[CH:8]=[C:9]2[C:4](=[CH:5][C:6]=1[O:18][CH3:19])[NH:3][C:2]1[N:1]=[CH:23][NH:25][C:11](=[O:12])[C:10]2=1.